Task: Predict which catalyst facilitates the given reaction.. Dataset: Catalyst prediction with 721,799 reactions and 888 catalyst types from USPTO (1) Reactant: [I:1][C:2]1[CH:3]=[C:4]2[C:8](=[CH:9][CH:10]=1)[NH:7][C:6](=[O:11])[C:5]2=O.C(O)(C(F)(F)F)=O.[CH3:20][O:21][C:22]([C:24]1[CH:49]=[CH:48][C:27]([C:28]([NH:30][C:31]2[CH:47]=[CH:46][C:34]([C:35]([NH:37][NH:38]C(OC(C)(C)C)=O)=[O:36])=[CH:33][CH:32]=2)=[O:29])=[CH:26][CH:25]=1)=[O:23]. Product: [I:1][C:2]1[CH:3]=[C:4]2[C:8](=[CH:9][CH:10]=1)[NH:7][C:6](=[O:11])[C:5]2=[N:38][NH:37][C:35]([C:34]1[CH:33]=[CH:32][C:31]([NH:30][C:28]([C:27]2[CH:48]=[CH:49][C:24]([C:22]([O:21][CH3:20])=[O:23])=[CH:25][CH:26]=2)=[O:29])=[CH:47][CH:46]=1)=[O:36]. The catalyst class is: 15. (2) Reactant: [ClH:1].[N:2]12[CH2:9][CH2:8][CH:5]([CH2:6][CH2:7]1)[C@@H:4]([NH:10][C:11]([C:13]1[S:14][C:15]3[C:21](Br)=[CH:20][CH:19]=[CH:18][C:16]=3[CH:17]=1)=[O:12])[CH2:3]2.[OH:23][CH2:24][C:25]1[CH:30]=[CH:29][C:28](B(O)O)=[CH:27][CH:26]=1.C(=O)([O-])[O-].[Na+].[Na+]. Product: [ClH:1].[N:2]12[CH2:9][CH2:8][CH:5]([CH2:6][CH2:7]1)[C@@H:4]([NH:10][C:11]([C:13]1[S:14][C:15]3[C:21]([C:28]4[CH:29]=[CH:30][C:25]([CH2:24][OH:23])=[CH:26][CH:27]=4)=[CH:20][CH:19]=[CH:18][C:16]=3[CH:17]=1)=[O:12])[CH2:3]2. The catalyst class is: 431. (3) Reactant: [Br:1][C:2]1[CH:3]=[C:4]([C:8]2[CH2:9][CH2:10][O:11][CH2:12][CH:13]=2)[CH:5]=[CH:6][CH:7]=1.[CH2:14]=[O:15].[Cl-].C[Al+]C. Product: [Br:1][C:2]1[CH:3]=[C:4]([C:8]2[CH:13]([CH2:14][OH:15])[CH2:12][O:11][CH2:10][CH:9]=2)[CH:5]=[CH:6][CH:7]=1. The catalyst class is: 2. (4) Reactant: [C:1]1([C:7]2[CH:12]=[CH:11][CH:10]=[CH:9][CH:8]=2)[CH:6]=[CH:5][CH:4]=[CH:3][CH:2]=1.C(O)(=O)C1C=CC=CC=1.C[N:23]([C:25]([O:29]N1N=NC2C=CC=CC1=2)=[N+](C)C)C.F[P-](F)(F)(F)(F)F.CN(C)C[C@@H](N)CC1SC=CC=1. Product: [C:1]1([C:7]2[CH:8]=[CH:9][CH:10]=[CH:11][CH:12]=2)[C:6]([C:25]([NH2:23])=[O:29])=[CH:5][CH:4]=[CH:3][CH:2]=1. The catalyst class is: 31. (5) Reactant: [CH3:1][N:2]([CH2:4][C:5]1[C:13]2[O:12][N:11]=[C:10]([CH2:14][CH2:15][CH:16]3[CH2:21][CH2:20][N:19]([CH2:22][C:23]4[CH:28]=[CH:27][CH:26]=[CH:25][CH:24]=4)[CH2:18][CH2:17]3)[C:9]=2[CH:8]=[CH:7][C:6]=1[O:29][CH2:30][CH2:31][CH3:32])[CH3:3].[ClH:33]. Product: [ClH:33].[ClH:33].[CH3:1][N:2]([CH2:4][C:5]1[C:13]2[O:12][N:11]=[C:10]([CH2:14][CH2:15][CH:16]3[CH2:21][CH2:20][N:19]([CH2:22][C:23]4[CH:24]=[CH:25][CH:26]=[CH:27][CH:28]=4)[CH2:18][CH2:17]3)[C:9]=2[CH:8]=[CH:7][C:6]=1[O:29][CH2:30][CH2:31][CH3:32])[CH3:3]. The catalyst class is: 5. (6) Reactant: CO[C:3]([C@:5]12[CH2:10][C@H:9]1[CH2:8][CH2:7][N:6]2[NH:11][CH2:12][C:13]1[CH:18]=[CH:17][C:16]([F:19])=[CH:15][CH:14]=1)=[O:4].[CH3:20][S:21]([NH:24][C:25]1[CH:40]=[CH:39][C:28]2[NH:29][C:30]([CH2:35][C:36](O)=[O:37])=[N:31][S:32](=[O:34])(=[O:33])[C:27]=2[CH:26]=1)(=[O:23])=[O:22].Cl.CN(C)CCCN=C=NCC.CN1CCOCC1.N12CCCN=C1CCCCC2. Product: [F:19][C:16]1[CH:15]=[CH:14][C:13]([CH2:12][N:11]2[N:6]3[C@:5]4([CH2:10][C@H:9]4[CH2:8][CH2:7]3)[C:3]([OH:4])=[C:35]([C:30]3[NH:29][C:28]4[CH:39]=[CH:40][C:25]([NH:24][S:21]([CH3:20])(=[O:23])=[O:22])=[CH:26][C:27]=4[S:32](=[O:33])(=[O:34])[N:31]=3)[C:36]2=[O:37])=[CH:18][CH:17]=1. The catalyst class is: 42. (7) Reactant: Cl[C:2]1[N:7]2[N:8]=[CH:9][N:10]=[C:6]2[C:5]2[CH:11]=[C:12]([Cl:15])[CH:13]=[N:14][C:4]=2[N:3]=1.C(O[C:21](=O)[N:22]([CH:24]1[CH2:27][NH:26][CH2:25]1)C)(C)(C)C. Product: [Cl:15][C:12]1[CH:13]=[N:14][C:4]2[N:3]=[C:2]([N:26]3[CH2:27][CH:24]([NH:22][CH3:21])[CH2:25]3)[N:7]3[N:8]=[CH:9][N:10]=[C:6]3[C:5]=2[CH:11]=1. The catalyst class is: 3.